From a dataset of Forward reaction prediction with 1.9M reactions from USPTO patents (1976-2016). Predict the product of the given reaction. (1) Given the reactants [CH2:1]([NH:8][C:9](=[O:24])[CH:10](C1C=CC(C)=CC=1)[CH:11]1[CH2:16][CH2:15][O:14][CH2:13][CH2:12]1)[C:2]1[CH:7]=[CH:6][CH:5]=[CH:4][CH:3]=1.[C:33](O[C:33]([O:35][C:36]([CH3:39])([CH3:38])[CH3:37])=[O:34])([O:35][C:36]([CH3:39])([CH3:38])[CH3:37])=[O:34], predict the reaction product. The product is: [CH2:1]([N:8]([C:9](=[O:24])[CH2:10][CH:11]1[CH2:12][CH2:13][O:14][CH:15]([C:5]2[CH:6]=[CH:7][C:2]([CH3:1])=[CH:3][CH:4]=2)[CH2:16]1)[C:33](=[O:34])[O:35][C:36]([CH3:37])([CH3:38])[CH3:39])[C:2]1[CH:3]=[CH:4][CH:5]=[CH:6][CH:7]=1. (2) Given the reactants CN(C)[CH:3]=[CH:4][C:5]([C:7]1[S:8][CH:9]=[CH:10][C:11]=1[C:12]1[CH:17]=[CH:16][CH:15]=[CH:14][CH:13]=1)=O.Cl.[CH3:20][C:21]1([CH3:34])[N:25]([CH2:26][CH2:27][NH:28][C:29]([NH2:31])=[NH:30])[C:24](=[O:32])[NH:23][C:22]1=[O:33].[OH-].[Na+].CC(O)C, predict the reaction product. The product is: [CH3:20][C:21]1([CH3:34])[N:25]([CH2:26][CH2:27][NH:28][C:29]2[N:31]=[C:5]([C:7]3[S:8][CH:9]=[CH:10][C:11]=3[C:12]3[CH:17]=[CH:16][CH:15]=[CH:14][CH:13]=3)[CH:4]=[CH:3][N:30]=2)[C:24](=[O:32])[NH:23][C:22]1=[O:33]. (3) Given the reactants C(OC([N:8]1[CH2:13][CH2:12][CH:11]([C:14](=[S:16])[NH2:15])[CH2:10][CH2:9]1)=O)(C)(C)C.Br[CH2:18][C:19](=O)[C:20]([O:22][CH2:23][CH3:24])=[O:21], predict the reaction product. The product is: [CH2:23]([O:22][C:20]([C:19]1[N:15]=[C:14]([CH:11]2[CH2:10][CH2:9][NH:8][CH2:13][CH2:12]2)[S:16][CH:18]=1)=[O:21])[CH3:24]. (4) Given the reactants Cl[CH2:2][C:3]([NH:5][C:6]1[C:14]2[C:9](=[C:10]([F:16])[C:11]([F:15])=[CH:12][CH:13]=2)[NH:8][N:7]=1)=[O:4].[NH:17]1[CH2:22][CH2:21][CH2:20][CH2:19][CH2:18]1, predict the reaction product. The product is: [F:15][C:11]1[C:10]([F:16])=[C:9]2[C:14]([C:6]([NH:5][C:3](=[O:4])[CH2:2][N:17]3[CH2:22][CH2:21][CH2:20][CH2:19][CH2:18]3)=[N:7][NH:8]2)=[CH:13][CH:12]=1. (5) Given the reactants [Cl:1][C:2]1[CH:3]=[C:4]([CH:7]=[C:8]([Cl:11])[C:9]=1[OH:10])[CH:5]=[O:6].O[C:13]1[CH:20]=CC(C=O)=C[CH:14]=1, predict the reaction product. The product is: [Cl:1][C:2]1[CH:3]=[C:4]([CH:7]=[C:8]([Cl:11])[C:9]=1[O:10][CH2:14][CH2:13][CH3:20])[CH:5]=[O:6]. (6) Given the reactants Br[CH:2]1[CH2:20][CH2:19][C:5]2=[CH:6][C:7]3[C:8]4[CH:17]=[CH:16][C:15]([Cl:18])=[CH:14][C:9]=4[CH2:10][O:11][C:12]=3[CH:13]=[C:4]2[C:3]1=[O:21].[C:22]([O:26][C:27]([N:29]1[CH2:33][C@@H:32]([O:34][CH2:35][CH3:36])[CH2:31][C@H:30]1[C:37]([OH:39])=[O:38])=[O:28])([CH3:25])([CH3:24])[CH3:23].CCN(C(C)C)C(C)C, predict the reaction product. The product is: [CH2:35]([O:34][C@@H:32]1[CH2:33][N:29]([C:27]([O:26][C:22]([CH3:23])([CH3:25])[CH3:24])=[O:28])[C@H:30]([C:37]([O:39][CH:2]2[CH2:20][CH2:19][C:5]3=[CH:6][C:7]4[C:8]5[CH:17]=[CH:16][C:15]([Cl:18])=[CH:14][C:9]=5[CH2:10][O:11][C:12]=4[CH:13]=[C:4]3[C:3]2=[O:21])=[O:38])[CH2:31]1)[CH3:36].